Dataset: Catalyst prediction with 721,799 reactions and 888 catalyst types from USPTO. Task: Predict which catalyst facilitates the given reaction. Reactant: Cl[CH2:2][C:3]1[O:4][C:5]([C:8]2[CH:13]=[CH:12][C:11]([O:14][CH3:15])=[CH:10][CH:9]=2)=[N:6][N:7]=1.[C:16]([O:20][C:21]([CH3:24])([CH3:23])[CH3:22])(=[O:19])[NH:17][NH2:18].C(N(CC)C(C)C)(C)C. Product: [C:21]([O:20][C:16]([NH:17][NH:18][CH2:2][C:3]1[O:4][C:5]([C:8]2[CH:13]=[CH:12][C:11]([O:14][CH3:15])=[CH:10][CH:9]=2)=[N:6][N:7]=1)=[O:19])([CH3:24])([CH3:23])[CH3:22]. The catalyst class is: 39.